Predict which catalyst facilitates the given reaction. From a dataset of Catalyst prediction with 721,799 reactions and 888 catalyst types from USPTO. (1) The catalyst class is: 4. Product: [Cl:1][C:2]1[CH:3]=[CH:4][C:5]([NH:8][C:9]([CH:11]2[CH2:12][C:13]([F:25])([F:24])[CH2:14][NH:15][CH2:16]2)=[O:10])=[CH:6][CH:7]=1. Reactant: [Cl:1][C:2]1[CH:7]=[CH:6][C:5]([NH:8][C:9]([CH:11]2[CH2:16][N:15](C(OC(C)(C)C)=O)[CH2:14][C:13]([F:25])([F:24])[CH2:12]2)=[O:10])=[CH:4][CH:3]=1.FC(F)(F)C(O)=O. (2) Reactant: [CH2:1]([N:3]1[CH:12]=[C:11]([C:13]([O:15][CH3:16])=[O:14])[C:10]2[C:5](=[CH:6][C:7]([O:20][CH3:21])=[C:8](B(O)O)[CH:9]=2)[C:4]1=[O:22])[CH3:2].[OH-].[Na+].C(=O)(O)[O-:26].[Na+].OO.Cl. Product: [CH3:16][O:15][C:13]([C:11]1[C:10]2[C:5](=[CH:6][C:7]([O:20][CH3:21])=[C:8]([OH:26])[CH:9]=2)[C:4](=[O:22])[N:3]([CH2:1][CH3:2])[CH:12]=1)=[O:14]. The catalyst class is: 95. (3) Reactant: [CH:1]12[CH2:7][CH:4]([CH2:5][CH2:6]1)[CH:3]=[CH:2]2.[CH:8]12[CH2:14][CH:11]([CH:12]=[CH:13]1)[CH2:10][CH:9]2[C:15]([OH:17])=[O:16].[C:18]1(=[O:24])[O:23][C:21](=[O:22])[CH:20]=[CH:19]1.CC(N=NC(C#N)(C)C)(C#N)C. Product: [CH:8]12[CH2:14][CH:11]([CH:12]=[CH:13]1)[CH2:10][CH:9]2[C:15]([OH:17])=[O:16].[CH:1]12[CH2:7][CH:4]([CH2:5][CH2:6]1)[CH:3]=[CH:2]2.[C:21]1(=[O:22])[O:23][C:18](=[O:24])[CH:19]=[CH:20]1. The catalyst class is: 7. (4) Reactant: [F:1][C:2]1[CH:7]=[CH:6][C:5]([CH2:8][C:9]2[CH:10]=[C:11]([NH:20][CH2:21][CH:22]([CH3:24])[CH3:23])[C:12]([C:15]([O:17][CH2:18][CH3:19])=[O:16])=[N:13][CH:14]=2)=[CH:4][CH:3]=1.FC1C=CC(CC2C=C(NC=C(C)C)C(C(OCC)=O)=NC=2)=CC=1.Cl[C:50](=[O:57])[CH2:51][C:52]([O:54][CH2:55][CH3:56])=[O:53].C(=O)(O)[O-].[Na+]. Product: [CH2:55]([O:54][C:52](=[O:53])[CH2:51][C:50]([N:20]([CH2:21][CH:22]([CH3:23])[CH3:24])[C:11]1[C:12]([C:15]([O:17][CH2:18][CH3:19])=[O:16])=[N:13][CH:14]=[C:9]([CH2:8][C:5]2[CH:4]=[CH:3][C:2]([F:1])=[CH:7][CH:6]=2)[CH:10]=1)=[O:57])[CH3:56]. The catalyst class is: 417. (5) Reactant: [C:1]([C:5]1[S:9][C:8](N)=[N:7][N:6]=1)([CH3:4])([CH3:3])[CH3:2].[BrH:11].N([O-])=O.[Na+]. Product: [Br:11][C:8]1[S:9][C:5]([C:1]([CH3:4])([CH3:3])[CH3:2])=[N:6][N:7]=1. The catalyst class is: 86. (6) Reactant: [CH3:1][O:2][C:3](=[O:13])[C:4]1[CH:9]=[CH:8][C:7]([CH2:10][OH:11])=[C:6]([NH2:12])[CH:5]=1. Product: [CH3:1][O:2][C:3](=[O:13])[C:4]1[CH:9]=[CH:8][C:7]([CH:10]=[O:11])=[C:6]([NH2:12])[CH:5]=1. The catalyst class is: 177. (7) Reactant: [NH2:1][CH2:2][CH:3]1[CH2:12][CH2:11][CH2:10][C:9]2[CH:8]=[C:7]([NH:13][S:14]([C:17]3[CH:22]=[CH:21][CH:20]=[CH:19][CH:18]=3)(=[O:16])=[O:15])[CH:6]=[CH:5][C:4]1=2.I.CS[C:26]1[NH:27][CH2:28][CH2:29][N:30]=1. Product: [NH:30]1[CH2:29][CH2:28][N:27]=[C:26]1[NH:1][CH2:2][CH:3]1[CH2:12][CH2:11][CH2:10][C:9]2[CH:8]=[C:7]([NH:13][S:14]([C:17]3[CH:18]=[CH:19][CH:20]=[CH:21][CH:22]=3)(=[O:16])=[O:15])[CH:6]=[CH:5][C:4]1=2. The catalyst class is: 2. (8) Reactant: [CH2:1]([O:3][C:4](=[O:40])[CH2:5][C:6]1[C:14]2[C:9](=[CH:10][C:11]([C:15]3[CH:20]=[C:19]([N+:21]([O-:23])=[O:22])[CH:18]=[C:17]([N+:24]([O-:26])=[O:25])[CH:16]=3)=[CH:12][CH:13]=2)[N:8]([CH2:27][C:28]2[C:29]3[CH:36]=[C:35]([Cl:37])[CH:34]=[C:33]([NH:38][CH3:39])[C:30]=3[S:31][CH:32]=2)[CH:7]=1)[CH3:2].[CH3:41][S:42](Cl)(=[O:44])=[O:43]. Product: [CH2:1]([O:3][C:4](=[O:40])[CH2:5][C:6]1[C:14]2[C:9](=[CH:10][C:11]([C:15]3[CH:20]=[C:19]([N+:21]([O-:23])=[O:22])[CH:18]=[C:17]([N+:24]([O-:26])=[O:25])[CH:16]=3)=[CH:12][CH:13]=2)[N:8]([CH2:27][C:28]2[C:29]3[CH:36]=[C:35]([Cl:37])[CH:34]=[C:33]([N:38]([S:42]([CH3:41])(=[O:44])=[O:43])[CH3:39])[C:30]=3[S:31][CH:32]=2)[CH:7]=1)[CH3:2]. The catalyst class is: 202. (9) Product: [CH3:39][C:23]1[N:22]([CH2:21][CH2:20][CH2:19][CH2:18][CH2:17][C:5]([C:11]2[CH:12]=[CH:13][CH:14]=[CH:15][CH:16]=2)([C:4]([OH:40])=[O:3])[C:6]([OH:8])=[O:7])[C:26]([C:27]2[CH:32]=[CH:31][CH:30]=[CH:29][CH:28]=2)=[C:25]([C:33]2[CH:34]=[CH:35][CH:36]=[CH:37][CH:38]=2)[N:24]=1. Reactant: C([O:3][C:4](=[O:40])[C:5]([CH2:17][CH2:18][CH2:19][CH2:20][CH2:21][N:22]1[C:26]([C:27]2[CH:32]=[CH:31][CH:30]=[CH:29][CH:28]=2)=[C:25]([C:33]2[CH:38]=[CH:37][CH:36]=[CH:35][CH:34]=2)[N:24]=[C:23]1[CH3:39])([C:11]1[CH:16]=[CH:15][CH:14]=[CH:13][CH:12]=1)[C:6]([O:8]CC)=[O:7])C. The catalyst class is: 464. (10) The catalyst class is: 10. Reactant: Cl[C:2]1[CH:7]=[C:6]([C:8]2[CH:13]=[CH:12][CH:11]=[C:10]([CH3:14])[CH:9]=2)[N:5]2[N:15]=[C:16]([CH3:19])[C:17]([I:18])=[C:4]2[N:3]=1.CCN(C(C)C)C(C)C.[NH:29]1[CH2:33][CH2:32][CH2:31][C@H:30]1[CH2:34][OH:35]. Product: [CH3:14][C:10]1[CH:9]=[C:8]([C:6]2[N:5]3[N:15]=[C:16]([CH3:19])[C:17]([I:18])=[C:4]3[N:3]=[C:2]([N:29]3[CH2:33][CH2:32][CH2:31][C@H:30]3[CH2:34][OH:35])[CH:7]=2)[CH:13]=[CH:12][CH:11]=1.